The task is: Predict the reaction yield, written as a fraction of the theoretical maximum amount of product (1.0 means a 100% yield; for example, 0.34 means a 34% yield).. This data is from Reaction yield outcomes from USPTO patents with 853,638 reactions. The product is [CH3:1][C:2]1([CH3:14])[C:6](=[O:7])[CH2:5][CH2:4][C:3]1=[O:8]. The yield is 0.930. The reactants are [CH3:1][CH:2]1[C:6](=[O:7])[CH2:5][CH2:4][C:3]1=[O:8].CI.[OH-].[K+].O1CCOC[CH2:14]1. The catalyst is O.